Dataset: Catalyst prediction with 721,799 reactions and 888 catalyst types from USPTO. Task: Predict which catalyst facilitates the given reaction. (1) Reactant: [CH3:1][O:2][C:3]1[CH:13]=[CH:12][C:6]([CH:7]=[CH:8][C:9]([OH:11])=[O:10])=[CH:5][CH:4]=1.O.ON1C2C=CC=C[C:19]=2N=N1.C(N(CC)CC)C. Product: [CH:3]12[CH2:7][CH:6]([CH:5]=[CH:4]1)[CH2:12][CH2:13]2.[CH3:19][C:12]1[CH:13]=[C:3]([O:2][CH3:1])[CH:4]=[CH:5][C:6]=1[CH:7]=[CH:8][C:9]([O-:11])=[O:10]. The catalyst class is: 3. (2) Reactant: [CH2:1]([O:5][C:6]1[N:14]=[C:13]2[C:9]([NH:10][C:11]([O:15][CH3:16])=[N:12]2)=[C:8]([NH2:17])[N:7]=1)[CH2:2][CH2:3][CH3:4].C(=O)([O-])[O-].[K+].[K+].[Br:24][CH2:25][CH2:26][CH2:27][CH2:28][CH2:29]Br. Product: [Br:24][CH2:25][CH2:26][CH2:27][CH2:28][CH2:29][N:12]1[C:11]([O:15][CH3:16])=[N:10][C:9]2[C:13]1=[N:14][C:6]([O:5][CH2:1][CH2:2][CH2:3][CH3:4])=[N:7][C:8]=2[NH2:17]. The catalyst class is: 3. (3) Reactant: [CH3:1][C:2]1[CH:7]=[C:6]([C:8]([F:11])([F:10])[F:9])[CH:5]=[CH:4][N+:3]=1[O-].[C:13]([O:16]C(=O)C)(=[O:15])[CH3:14].C([O-])(O)=O.[Na+]. Product: [C:13]([O:16][CH2:1][C:2]1[CH:7]=[C:6]([C:8]([F:11])([F:10])[F:9])[CH:5]=[CH:4][N:3]=1)(=[O:15])[CH3:14]. The catalyst class is: 8.